From a dataset of Retrosynthesis with 50K atom-mapped reactions and 10 reaction types from USPTO. Predict the reactants needed to synthesize the given product. Given the product CON(C)C(=O)c1ccc(Cl)nc1Cl, predict the reactants needed to synthesize it. The reactants are: CNOC.O=C(Cl)c1ccc(Cl)nc1Cl.